The task is: Predict the product of the given reaction.. This data is from Forward reaction prediction with 1.9M reactions from USPTO patents (1976-2016). (1) Given the reactants C[O:2][C:3]1[CH:12]=[C:11]2[C:6]([CH:7]=[CH:8][CH:9]=[C:10]2[CH2:13][CH2:14][NH:15][C:16](=[O:18])[CH3:17])=[CH:5][CH:4]=1, predict the reaction product. The product is: [OH:2][C:3]1[CH:12]=[C:11]2[C:6]([CH:7]=[CH:8][CH:9]=[C:10]2[CH2:13][CH2:14][NH:15][C:16](=[O:18])[CH3:17])=[CH:5][CH:4]=1. (2) Given the reactants Br[C:2]1[N:7]=[C:6]2[N:8]([C:11]3[CH:12]=[C:13]4[C:17](=[CH:18][CH:19]=3)[NH:16][CH:15]=[CH:14]4)[CH:9]=[N:10][C:5]2=[N:4][CH:3]=1.[CH3:20][O:21][C:22]1[CH:23]=[C:24](B(O)O)[CH:25]=[C:26]([O:30][CH3:31])[C:27]=1[O:28][CH3:29].C([O-])([O-])=O.[Na+].[Na+], predict the reaction product. The product is: [NH:16]1[C:17]2[C:13](=[CH:12][C:11]([N:8]3[C:6]4=[N:7][C:2]([C:24]5[CH:25]=[C:26]([O:30][CH3:31])[C:27]([O:28][CH3:29])=[C:22]([O:21][CH3:20])[CH:23]=5)=[CH:3][N:4]=[C:5]4[N:10]=[CH:9]3)=[CH:19][CH:18]=2)[CH:14]=[CH:15]1. (3) The product is: [CH3:15][O:14][CH2:13][C:8]1[C:7]([B:20]([OH:21])[OH:19])=[C:11]([CH3:12])[O:10][N:9]=1. Given the reactants C([Li])CCC.Br[C:7]1[C:8]([CH2:13][O:14][CH3:15])=[N:9][O:10][C:11]=1[CH3:12].C([O:19][B:20](OC(C)C)[O:21]C(C)C)(C)C.Cl, predict the reaction product. (4) The product is: [CH3:1][N:2]([C:11]1[N:16]=[C:15]([C:17]2[CH:22]=[CH:21][CH:20]=[CH:19][CH:18]=2)[CH:14]=[CH:13][N:12]=1)[C:3]1[CH:8]=[CH:7][N:6]=[C:5]([S:9]([CH3:10])=[O:31])[N:4]=1. Given the reactants [CH3:1][N:2]([C:11]1[N:16]=[C:15]([C:17]2[CH:22]=[CH:21][CH:20]=[CH:19][CH:18]=2)[CH:14]=[CH:13][N:12]=1)[C:3]1[CH:8]=[CH:7][N:6]=[C:5]([S:9][CH3:10])[N:4]=1.ClC1C=CC=C(C(OO)=[O:31])C=1, predict the reaction product. (5) Given the reactants [Cl:1][C:2]1[CH:7]=[CH:6][C:5](I)=[CH:4][C:3]=1[C:9]1[N:18]=[CH:17][C:16]2[CH2:15][CH2:14][C:13]3[N:19]=[C:20]([NH:22][C:23](=[O:25])[CH3:24])[S:21][C:12]=3[C:11]=2[N:10]=1.[C:26]([CH:28]1[CH2:33][CH2:32][N:31](C(OC(C)(C)C)=O)[CH2:30][CH2:29]1)#[CH:27].C(N(C(C)C)CC)(C)C.O=O, predict the reaction product. The product is: [Cl:1][C:2]1[CH:7]=[CH:6][C:5]([C:27]#[C:26][CH:28]2[CH2:33][CH2:32][NH:31][CH2:30][CH2:29]2)=[CH:4][C:3]=1[C:9]1[N:18]=[CH:17][C:16]2[CH2:15][CH2:14][C:13]3[N:19]=[C:20]([NH:22][C:23](=[O:25])[CH3:24])[S:21][C:12]=3[C:11]=2[N:10]=1. (6) Given the reactants Cl.[NH2:2][OH:3].[CH:4]1[C:17]2[CH:16]=[CH:15][C:14]3[C:9](=[CH:10][CH:11]=[CH:12][CH:13]=3)[C:8]=2[CH:7]=[CH:6][C:5]=1[C:18]1[N:22]([C:23]2[CH:30]=[CH:29][C:26]([C:27]#[N:28])=[CH:25][CH:24]=2)[N:21]=[C:20]([C:31]([F:34])([F:33])[F:32])[CH:19]=1, predict the reaction product. The product is: [CH:4]1[C:17]2[CH:16]=[CH:15][C:14]3[C:9](=[CH:10][CH:11]=[CH:12][CH:13]=3)[C:8]=2[CH:7]=[CH:6][C:5]=1[C:18]1[N:22]([C:23]2[CH:30]=[CH:29][C:26]([C:27]([NH:2][OH:3])=[NH:28])=[CH:25][CH:24]=2)[N:21]=[C:20]([C:31]([F:34])([F:32])[F:33])[CH:19]=1. (7) Given the reactants C[O:2][C:3](=[O:18])[C@@H:4]([O:15][CH2:16][CH3:17])[CH2:5][C:6]1[CH:7]=[C:8]2[C:12](=[CH:13][CH:14]=1)[NH:11][CH:10]=[CH:9]2.Cl[CH2:20][C:21]1[N:22]=[C:23]([C:27]2[CH:32]=[CH:31][C:30]([CH2:33][CH3:34])=[CH:29][CH:28]=2)[O:24][C:25]=1[CH3:26], predict the reaction product. The product is: [CH2:16]([O:15][C@@H:4]([CH2:5][C:6]1[CH:7]=[C:8]2[C:12](=[CH:13][CH:14]=1)[N:11]([CH2:20][C:21]1[N:22]=[C:23]([C:27]3[CH:28]=[CH:29][C:30]([CH2:33][CH3:34])=[CH:31][CH:32]=3)[O:24][C:25]=1[CH3:26])[CH:10]=[CH:9]2)[C:3]([OH:2])=[O:18])[CH3:17]. (8) The product is: [ClH:1].[CH3:18][N:14]1[C:13]([CH3:19])=[C:12]2[C:16]([CH:17]=[C:9]([N:8]([CH3:20])[C:6]3[CH:5]=[CH:4][N:3]=[C:2]([NH:21][C:22]4[CH:23]=[CH:24][C:25]([CH3:32])=[C:26]([S:28]([NH2:31])(=[O:29])=[O:30])[CH:27]=4)[N:7]=3)[CH:10]=[CH:11]2)=[N:15]1. Given the reactants [Cl:1][C:2]1[N:7]=[C:6]([N:8]([CH3:20])[C:9]2[CH:10]=[CH:11][C:12]3[C:16]([CH:17]=2)=[N:15][N:14]([CH3:18])[C:13]=3[CH3:19])[CH:5]=[CH:4][N:3]=1.[NH2:21][C:22]1[CH:23]=[CH:24][C:25]([CH3:32])=[C:26]([S:28]([NH2:31])(=[O:30])=[O:29])[CH:27]=1.Cl.O1CCOCC1, predict the reaction product. (9) Given the reactants [CH:1]([C:3]1[CH:8]=[C:7]([C@@H:9]([NH:12][C:13]([C:15]2[C:16]3[CH:23]=[N:22][N:21]([C:24]4[CH:29]=[CH:28][C:27]([F:30])=[CH:26][CH:25]=4)[C:17]=3[CH:18]=[N:19][CH:20]=2)=[O:14])[CH2:10][CH3:11])[CH:6]=[CH:5][N:4]=1)=C.N1C(C)=CC=CC=1C.C([OH:43])(C)(C)C.I([O-])(=O)(=O)=O.[Na+], predict the reaction product. The product is: [CH:1]([C:3]1[CH:8]=[C:7]([C@@H:9]([NH:12][C:13]([C:15]2[C:16]3[CH:23]=[N:22][N:21]([C:24]4[CH:29]=[CH:28][C:27]([F:30])=[CH:26][CH:25]=4)[C:17]=3[CH:18]=[N:19][CH:20]=2)=[O:14])[CH2:10][CH3:11])[CH:6]=[CH:5][N:4]=1)=[O:43]. (10) Given the reactants [F:1][C:2]1[CH:3]=[C:4]([C@@H:8]([N:12]2[C:20]3[C:15](=[CH:16][CH:17]=[CH:18][CH:19]=3)[C:14]3([CH2:25][CH2:24][CH2:23][CH2:22][CH2:21]3)[C:13]2=[O:26])[CH2:9][CH2:10]O)[CH:5]=[CH:6][CH:7]=1.C1(C)C(S(Cl)(=O)=O)=CC=CC=1.[N:38]1C=CC=C[CH:39]=1, predict the reaction product. The product is: [F:1][C:2]1[CH:3]=[C:4]([C@@H:8]([N:12]2[C:20]3[C:15](=[CH:16][CH:17]=[CH:18][CH:19]=3)[C:14]3([CH2:25][CH2:24][CH2:23][CH2:22][CH2:21]3)[C:13]2=[O:26])[CH2:9][CH2:10][NH:38][CH3:39])[CH:5]=[CH:6][CH:7]=1.